Dataset: Forward reaction prediction with 1.9M reactions from USPTO patents (1976-2016). Task: Predict the product of the given reaction. Given the reactants [F:1][C:2]([F:12])([F:11])[C:3]1[CH:8]=[CH:7][CH:6]=[CH:5][C:4]=1[NH:9][NH2:10].[CH3:13][C:14]([CH3:21])([CH3:20])[C:15](=O)[CH2:16][C:17]#[N:18], predict the reaction product. The product is: [C:14]([C:15]1[CH:16]=[C:17]([NH2:18])[N:9]([C:4]2[CH:5]=[CH:6][CH:7]=[CH:8][C:3]=2[C:2]([F:11])([F:12])[F:1])[N:10]=1)([CH3:21])([CH3:20])[CH3:13].